From a dataset of Reaction yield outcomes from USPTO patents with 853,638 reactions. Predict the reaction yield, written as a fraction of the theoretical maximum amount of product (1.0 means a 100% yield; for example, 0.34 means a 34% yield). (1) The reactants are C[O:2][C:3]([C:5]1[CH:18]=[CH:17][C:8]([CH2:9][N:10]2[C:14](=[O:15])[CH2:13][S:12][C:11]2=[O:16])=[CH:7][CH:6]=1)=[O:4].C(O)(=O)C.Cl. The catalyst is O. The product is [C:3]([C:5]1[CH:6]=[CH:7][C:8]([CH2:9][N:10]2[C:14](=[O:15])[CH2:13][S:12][C:11]2=[O:16])=[CH:17][CH:18]=1)([OH:4])=[O:2]. The yield is 0.910. (2) The catalyst is CN(C=O)C. The reactants are [Cl:1][C:2]1[CH:21]=[CH:20][C:5]([CH2:6][NH:7][C:8]([C:10]23[CH2:19][CH:14]4[CH2:15][CH:16]([CH2:18][CH:12]([CH2:13]4)[CH2:11]2)[CH2:17]3)=[O:9])=[CH:4][CH:3]=1.[H-].[Na+].[CH3:24]I. The product is [Cl:1][C:2]1[CH:3]=[CH:4][C:5]([CH2:6][N:7]([CH3:24])[C:8]([C:10]23[CH2:11][CH:12]4[CH2:18][CH:16]([CH2:15][CH:14]([CH2:13]4)[CH2:19]2)[CH2:17]3)=[O:9])=[CH:20][CH:21]=1. The yield is 0.540.